From a dataset of NCI-60 drug combinations with 297,098 pairs across 59 cell lines. Regression. Given two drug SMILES strings and cell line genomic features, predict the synergy score measuring deviation from expected non-interaction effect. (1) Drug 1: CS(=O)(=O)CCNCC1=CC=C(O1)C2=CC3=C(C=C2)N=CN=C3NC4=CC(=C(C=C4)OCC5=CC(=CC=C5)F)Cl. Drug 2: CC1=C(C(=O)C2=C(C1=O)N3CC4C(C3(C2COC(=O)N)OC)N4)N. Cell line: A549. Synergy scores: CSS=32.8, Synergy_ZIP=0.339, Synergy_Bliss=0.960, Synergy_Loewe=-12.9, Synergy_HSA=-1.38. (2) Drug 1: C1CC(CNC1)C2=CC=C(C=C2)N3C=C4C=CC=C(C4=N3)C(=O)N. Drug 2: B(C(CC(C)C)NC(=O)C(CC1=CC=CC=C1)NC(=O)C2=NC=CN=C2)(O)O. Cell line: NCIH23. Synergy scores: CSS=60.5, Synergy_ZIP=-1.21, Synergy_Bliss=-1.80, Synergy_Loewe=-4.44, Synergy_HSA=-0.0270. (3) Drug 1: CN(C)C1=NC(=NC(=N1)N(C)C)N(C)C. Drug 2: C1=CC(=CC=C1CCCC(=O)O)N(CCCl)CCCl. Cell line: MALME-3M. Synergy scores: CSS=8.49, Synergy_ZIP=0.884, Synergy_Bliss=4.89, Synergy_Loewe=-8.74, Synergy_HSA=-0.396. (4) Drug 1: CCC(=C(C1=CC=CC=C1)C2=CC=C(C=C2)OCCN(C)C)C3=CC=CC=C3.C(C(=O)O)C(CC(=O)O)(C(=O)O)O. Drug 2: C1CC(=O)NC(=O)C1N2C(=O)C3=CC=CC=C3C2=O. Cell line: SF-539. Synergy scores: CSS=4.94, Synergy_ZIP=-1.53, Synergy_Bliss=-0.0613, Synergy_Loewe=-4.86, Synergy_HSA=-2.81. (5) Drug 1: C1CCN(CC1)CCOC2=CC=C(C=C2)C(=O)C3=C(SC4=C3C=CC(=C4)O)C5=CC=C(C=C5)O. Drug 2: C1C(C(OC1N2C=NC3=C2NC=NCC3O)CO)O. Cell line: BT-549. Synergy scores: CSS=8.46, Synergy_ZIP=0.236, Synergy_Bliss=5.07, Synergy_Loewe=2.41, Synergy_HSA=2.85.